Task: Predict the product of the given reaction.. Dataset: Forward reaction prediction with 1.9M reactions from USPTO patents (1976-2016) (1) Given the reactants [H-].[Na+].[CH2:3]1[CH2:7]O[CH2:5][CH2:4]1.[O:8]=[C:9]1[CH:15]([NH:16][C:17](=[O:23])[O:18][C:19]([CH3:22])([CH3:21])[CH3:20])[CH2:14][S:13][CH2:12][CH2:11][NH:10]1.[CH2:24](Br)[CH:25]=[CH2:26], predict the reaction product. The product is: [CH2:26]([N:10]1[C:11]2[CH:5]=[CH:4][CH:3]=[CH:7][C:12]=2[S:13][CH2:14][CH:15]([NH:16][C:17](=[O:23])[O:18][C:19]([CH3:20])([CH3:22])[CH3:21])[C:9]1=[O:8])[CH:25]=[CH2:24]. (2) The product is: [Cl:1][C:2]1[CH:28]=[C:27]([O:29][CH2:30][CH3:31])[CH:26]=[CH:25][C:3]=1[C:4]([N:6]1[C:12]2[CH:13]=[CH:14][CH:15]=[CH:16][C:11]=2[CH2:10][N:9]([C:17]([O:19][C:20]([CH3:22])([CH3:23])[CH3:21])=[O:18])[C@H:8]([CH3:24])[CH2:7]1)=[O:5]. Given the reactants [Cl:1][C:2]1[CH:28]=[C:27]([OH:29])[CH:26]=[CH:25][C:3]=1[C:4]([N:6]1[C:12]2[CH:13]=[CH:14][CH:15]=[CH:16][C:11]=2[CH2:10][N:9]([C:17]([O:19][C:20]([CH3:23])([CH3:22])[CH3:21])=[O:18])[C@H:8]([CH3:24])[CH2:7]1)=[O:5].[CH2:30](I)[CH3:31].C(=O)([O-])[O-].[K+].[K+].CN(C)C=O, predict the reaction product. (3) Given the reactants I[C:2]1[CH:7]=[C:6]([N+:8]([O-:10])=[O:9])[CH:5]=[C:4]([CH3:11])[C:3]=1[NH2:12].[CH3:13][Si:14]([C:17]#[CH:18])([CH3:16])[CH3:15].C(N(CC)CC)C, predict the reaction product. The product is: [CH3:11][C:4]1[CH:5]=[C:6]([N+:8]([O-:10])=[O:9])[CH:7]=[C:2]([C:18]#[C:17][Si:14]([CH3:16])([CH3:15])[CH3:13])[C:3]=1[NH2:12]. (4) Given the reactants [CH:1]([N:14]1[CH2:17][CH:16]([OH:18])[CH2:15]1)([C:8]1[CH:13]=[CH:12][CH:11]=[CH:10][CH:9]=1)[C:2]1[CH:7]=[CH:6][CH:5]=[CH:4][CH:3]=1.[CH3:19][S:20](Cl)(=[O:22])=[O:21], predict the reaction product. The product is: [CH:1]([N:14]1[CH2:17][CH:16]([O:18][S:20]([CH3:19])(=[O:22])=[O:21])[CH2:15]1)([C:8]1[CH:13]=[CH:12][CH:11]=[CH:10][CH:9]=1)[C:2]1[CH:3]=[CH:4][CH:5]=[CH:6][CH:7]=1. (5) Given the reactants [N:1]1[CH:6]=[CH:5][CH:4]=[C:3]2[CH2:7][NH:8][CH2:9][C:2]=12.N12CCCN=C1CCCCC2.[F:21][CH:22]([F:30])[CH:23]=[CH:24][C:25]([O:27][CH2:28][CH3:29])=[O:26], predict the reaction product. The product is: [F:21][CH:22]([F:30])[CH:23]([N:8]1[CH2:7][C:3]2[C:2](=[N:1][CH:6]=[CH:5][CH:4]=2)[CH2:9]1)[CH2:24][C:25]([O:27][CH2:28][CH3:29])=[O:26]. (6) Given the reactants Cl.[NH:2]1[CH2:7][CH2:6][CH:5]([N:8]2[C:13]3[CH:14]=[CH:15][CH:16]=[CH:17][C:12]=3[CH2:11][O:10][C:9]2=[O:18])[CH2:4][CH2:3]1.Cl[CH2:20][C:21]1[N:25]=[C:24]([C:26]2[CH:31]=[CH:30][CH:29]=[C:28]([Cl:32])[CH:27]=2)[O:23][N:22]=1.CCN(C(C)C)C(C)C.C(=O)([O-])[O-].[K+].[K+], predict the reaction product. The product is: [Cl:32][C:28]1[CH:27]=[C:26]([C:24]2[O:23][N:22]=[C:21]([CH2:20][N:2]3[CH2:3][CH2:4][CH:5]([N:8]4[C:13]5[CH:14]=[CH:15][CH:16]=[CH:17][C:12]=5[CH2:11][O:10][C:9]4=[O:18])[CH2:6][CH2:7]3)[N:25]=2)[CH:31]=[CH:30][CH:29]=1. (7) Given the reactants [C:1]([NH:4][C@@H:5]([CH2:39][CH2:40][C:41]1[CH:46]=[CH:45][CH:44]=[CH:43][CH:42]=1)[C:6]([NH:8][C@@H:9]([CH2:32][C:33]1[CH:38]=[CH:37][CH:36]=[CH:35][CH:34]=1)[C:10]([NH:12][C@H:13]([B:19]1[O:23][C@@H]2C[C@@H]3C[C@H]([C@]2(C)[O:20]1)C3(C)C)[CH2:14][CH:15]1[CH2:18][CH2:17][CH2:16]1)=[O:11])=[O:7])(=[O:3])[CH3:2].CO.CCCCCC.Cl.CC(C)CB(O)O, predict the reaction product. The product is: [C:1]([NH:4][C@@H:5]([CH2:39][CH2:40][C:41]1[CH:46]=[CH:45][CH:44]=[CH:43][CH:42]=1)[C:6]([NH:8][C@@H:9]([CH2:32][C:33]1[CH:34]=[CH:35][CH:36]=[CH:37][CH:38]=1)[C:10]([NH:12][C@H:13]([B:19]([OH:23])[OH:20])[CH2:14][CH:15]1[CH2:16][CH2:17][CH2:18]1)=[O:11])=[O:7])(=[O:3])[CH3:2]. (8) Given the reactants [Cl:1][C:2]1[N:10]=[CH:9][CH:8]=[CH:7][C:3]=1[C:4](Cl)=[O:5].[CH2:11]([NH:13][CH2:14][CH3:15])[CH3:12], predict the reaction product. The product is: [Cl:1][C:2]1[N:10]=[CH:9][CH:8]=[CH:7][C:3]=1[C:4]([N:13]([CH2:14][CH3:15])[CH2:11][CH3:12])=[O:5]. (9) Given the reactants C([O:3][C:4](=[O:12])[C:5]([S:8]([CH3:11])(=[O:10])=[O:9])([CH3:7])[CH3:6])C.O.[OH-].[Li+], predict the reaction product. The product is: [CH3:11][S:8]([C:5]([CH3:7])([CH3:6])[C:4]([OH:12])=[O:3])(=[O:10])=[O:9]. (10) Given the reactants N#N.[N+:3]([C:6]1[CH:7]=[N:8][NH:9][CH:10]=1)([O-:5])=[O:4].[CH3:11][O:12][C:13]([C:15]1[O:16][C:17]([CH2:20]Cl)=[CH:18][CH:19]=1)=[O:14].C([O-])([O-])=O.[K+].[K+].[Br-], predict the reaction product. The product is: [CH3:11][O:12][C:13]([C:15]1[O:16][C:17]([CH2:20][N:8]2[CH:7]=[C:6]([N+:3]([O-:5])=[O:4])[CH:10]=[N:9]2)=[CH:18][CH:19]=1)=[O:14].